Dataset: Reaction yield outcomes from USPTO patents with 853,638 reactions. Task: Predict the reaction yield, written as a fraction of the theoretical maximum amount of product (1.0 means a 100% yield; for example, 0.34 means a 34% yield). The reactants are C[O:2][C:3](=[O:39])[C@@H:4]([NH:31][C:32]([O:34][C:35]([CH3:38])([CH3:37])[CH3:36])=[O:33])[CH2:5][C:6]1[CH:11]=[CH:10][C:9]([O:12][C:13]2[CH:18]=[CH:17][C:16]([O:19][C:20]3[CH:25]=[CH:24][C:23]([C:26]4[S:27][CH:28]=[CH:29][N:30]=4)=[CH:22][CH:21]=3)=[CH:15][CH:14]=2)=[CH:8][CH:7]=1.[OH-].[Na+]. The catalyst is C1COCC1.O. The product is [C:35]([O:34][C:32]([NH:31][C@@H:4]([CH2:5][C:6]1[CH:7]=[CH:8][C:9]([O:12][C:13]2[CH:18]=[CH:17][C:16]([O:19][C:20]3[CH:21]=[CH:22][C:23]([C:26]4[S:27][CH:28]=[CH:29][N:30]=4)=[CH:24][CH:25]=3)=[CH:15][CH:14]=2)=[CH:10][CH:11]=1)[C:3]([OH:39])=[O:2])=[O:33])([CH3:38])([CH3:36])[CH3:37]. The yield is 0.820.